Dataset: Reaction yield outcomes from USPTO patents with 853,638 reactions. Task: Predict the reaction yield, written as a fraction of the theoretical maximum amount of product (1.0 means a 100% yield; for example, 0.34 means a 34% yield). (1) The reactants are Br[C:2]1[C:3](=[O:15])[C:4]([CH3:14])([CH3:13])[O:5][C:6]=1[C:7]1[CH:12]=[CH:11][N:10]=[CH:9][CH:8]=1.CC1(C)C(C)(C)OB([C:24]2[CH:41]=[CH:40][C:27]([O:28][CH2:29][C:30]3[CH:39]=[CH:38][C:37]4[C:32](=[CH:33][CH:34]=[CH:35][CH:36]=4)[N:31]=3)=[CH:26][CH:25]=2)O1.C([O-])([O-])=O.[Cs+].[Cs+]. The catalyst is C1C=CC(P(C2C=CC=CC=2)[C-]2C=CC=C2)=CC=1.C1C=CC(P(C2C=CC=CC=2)[C-]2C=CC=C2)=CC=1.Cl[Pd]Cl.[Fe+2].C1(C)C=CC=CC=1.O. The product is [CH3:13][C:4]1([CH3:14])[C:3](=[O:15])[C:2]([C:24]2[CH:25]=[CH:26][C:27]([O:28][CH2:29][C:30]3[CH:39]=[CH:38][C:37]4[C:32](=[CH:33][CH:34]=[CH:35][CH:36]=4)[N:31]=3)=[CH:40][CH:41]=2)=[C:6]([C:7]2[CH:12]=[CH:11][N:10]=[CH:9][CH:8]=2)[O:5]1. The yield is 0.740. (2) The reactants are [CH3:1][N:2]([CH3:23])[C:3]1[CH:4]=[CH:5][C:6]([C:13]2[S:14][C:15]3[CH:21]([OH:22])[CH2:20][CH2:19][CH2:18][C:16]=3[N:17]=2)=[C:7]([CH:12]=1)[C:8]([O:10]C)=[O:9].[Li+].[OH-].C(O)(=O)CC(CC(O)=O)(C(O)=O)O. The catalyst is C1COCC1. The product is [CH3:1][N:2]([CH3:23])[C:3]1[CH:4]=[CH:5][C:6]([C:13]2[S:14][C:15]3[CH:21]([OH:22])[CH2:20][CH2:19][CH2:18][C:16]=3[N:17]=2)=[C:7]([CH:12]=1)[C:8]([OH:10])=[O:9]. The yield is 0.800. (3) The reactants are OO.C(OC(C(F)(F)F)=O)(C(F)(F)F)=[O:4].[N:16]1([CH2:23][CH2:24][NH:25][C:26]2[N:27]=[N+:28]([O-:39])[C:29]3[CH:38]=[C:37]4[C:33]([CH2:34][CH2:35][CH2:36]4)=[CH:32][C:30]=3[N:31]=2)[CH2:22][CH2:21][CH2:20][CH2:19][CH2:18][CH2:17]1.C(O)(C(F)(F)F)=O. The catalyst is C(Cl)Cl.N. The product is [N:16]1([CH2:23][CH2:24][NH:25][C:26]2[N:27]=[N+:28]([O-:39])[C:29]3[CH:38]=[C:37]4[C:33]([CH2:34][CH2:35][CH2:36]4)=[CH:32][C:30]=3[N+:31]=2[O-:4])[CH2:17][CH2:18][CH2:19][CH2:20][CH2:21][CH2:22]1. The yield is 0.610. (4) The reactants are O.[S-2].[Na+].[Na+].[S].[CH2:6]([O:8][C:9]1[CH:14]=[CH:13][CH:12]=[CH:11][C:10]=1[C:15]1[CH:20]=[CH:19][C:18]([N+:21]([O-])=O)=[CH:17][C:16]=1[N+:24]([O-:26])=[O:25])[CH3:7].[Na+].[Cl-]. The catalyst is O. The product is [CH2:6]([O:8][C:9]1[CH:14]=[CH:13][CH:12]=[CH:11][C:10]=1[C:15]1[CH:20]=[CH:19][C:18]([NH2:21])=[CH:17][C:16]=1[N+:24]([O-:26])=[O:25])[CH3:7]. The yield is 0.950. (5) The reactants are [C:1]([O:5][C:6]([NH:8][CH2:9][C:10]([CH:17]1[CH2:22][CH2:21][CH2:20][CH2:19][CH2:18]1)([CH3:16])[C:11]([O:13][CH2:14][CH3:15])=[O:12])=[O:7])([CH3:4])([CH3:3])[CH3:2].[CH3:23]I.[H-].[Na+]. The catalyst is CN(C=O)C. The product is [C:1]([O:5][C:6]([N:8]([CH3:23])[CH2:9][C:10]([CH:17]1[CH2:18][CH2:19][CH2:20][CH2:21][CH2:22]1)([CH3:16])[C:11]([O:13][CH2:14][CH3:15])=[O:12])=[O:7])([CH3:2])([CH3:3])[CH3:4]. The yield is 0.900.